This data is from Peptide-MHC class II binding affinity with 134,281 pairs from IEDB. The task is: Regression. Given a peptide amino acid sequence and an MHC pseudo amino acid sequence, predict their binding affinity value. This is MHC class II binding data. (1) The peptide sequence is EHAFYLDWAVHSFRI. The MHC is DRB4_0101 with pseudo-sequence DRB4_0103. The binding affinity (normalized) is 0.244. (2) The peptide sequence is GETLLRAVESYLLAH. The MHC is DRB1_0901 with pseudo-sequence DRB1_0901. The binding affinity (normalized) is 0.614. (3) The peptide sequence is VDIINRWQVVAPQLP. The MHC is DRB1_0301 with pseudo-sequence DRB1_0301. The binding affinity (normalized) is 0.240. (4) The binding affinity (normalized) is 0. The peptide sequence is AEAPASAAAPEEQVQ. The MHC is DRB1_1101 with pseudo-sequence DRB1_1101. (5) The peptide sequence is YDKFLANVSTVLVGK. The MHC is DRB1_1101 with pseudo-sequence DRB1_1101. The binding affinity (normalized) is 0.683. (6) The MHC is DRB5_0101 with pseudo-sequence DRB5_0101. The peptide sequence is GELQIVDKIHAAFKI. The binding affinity (normalized) is 0.767. (7) The peptide sequence is FEIKCTKPEACSGEP. The MHC is HLA-DQA10401-DQB10402 with pseudo-sequence HLA-DQA10401-DQB10402. The binding affinity (normalized) is 0.0872. (8) The peptide sequence is DVCGMFTNRSGSQQWR. The MHC is DRB1_0802 with pseudo-sequence DRB1_0802. The binding affinity (normalized) is 0.523. (9) The peptide sequence is TALTGAMRVTKDTND. The MHC is HLA-DQA10303-DQB10402 with pseudo-sequence HLA-DQA10303-DQB10402. The binding affinity (normalized) is 0.317.